This data is from Full USPTO retrosynthesis dataset with 1.9M reactions from patents (1976-2016). The task is: Predict the reactants needed to synthesize the given product. (1) Given the product [C:27]([C:20]1[CH:21]=[CH:22][C:23]([O:1][CH2:2][C:3]2[CH:4]=[C:5]([S:9][C:10]3[CH:17]=[CH:16][C:13]([C:14]#[N:15])=[CH:12][N:11]=3)[CH:6]=[CH:7][CH:8]=2)=[C:24]([CH3:25])[C:19]=1[OH:18])(=[O:29])[CH3:28], predict the reactants needed to synthesize it. The reactants are: [OH:1][CH2:2][C:3]1[CH:4]=[C:5]([S:9][C:10]2[CH:17]=[CH:16][C:13]([C:14]#[N:15])=[CH:12][N:11]=2)[CH:6]=[CH:7][CH:8]=1.[OH:18][C:19]1[C:24]([CH3:25])=[C:23](O)[CH:22]=[CH:21][C:20]=1[C:27](=[O:29])[CH3:28]. (2) Given the product [Br:29][C:7]1[C:2]([CH3:1])=[C:3]([CH2:10][NH:11][C:12](=[O:28])[C:13]2[CH:18]=[CH:17][CH:16]=[C:15]([C:19]3[N:23]([CH2:24][CH3:25])[N:22]=[CH:21][C:20]=3[CH3:26])[C:14]=2[CH3:27])[C:4](=[O:9])[NH:5][C:6]=1[CH3:8], predict the reactants needed to synthesize it. The reactants are: [CH3:1][C:2]1[CH:7]=[C:6]([CH3:8])[NH:5][C:4](=[O:9])[C:3]=1[CH2:10][NH:11][C:12](=[O:28])[C:13]1[CH:18]=[CH:17][CH:16]=[C:15]([C:19]2[N:23]([CH2:24][CH3:25])[N:22]=[CH:21][C:20]=2[CH3:26])[C:14]=1[CH3:27].[Br:29]N1C(=O)CCC1=O.ClCCl. (3) Given the product [Cl:1][C:2]1[CH:3]=[C:4]([N:9]2[CH2:14][CH2:13][O:12][CH2:11][CH2:10]2)[N:5]=[C:6]([C:20]2[CH:21]=[C:17]([CH:15]=[O:16])[S:18][CH:19]=2)[N:7]=1, predict the reactants needed to synthesize it. The reactants are: [Cl:1][C:2]1[N:7]=[C:6](I)[N:5]=[C:4]([N:9]2[CH2:14][CH2:13][O:12][CH2:11][CH2:10]2)[CH:3]=1.[CH:15]([C:17]1[S:18][CH:19]=[C:20](B(O)O)[CH:21]=1)=[O:16]. (4) Given the product [C:7]([N:14]1[CH2:21][C:20](=[O:22])[CH2:19][C@@H:15]1[C:16]([OH:18])=[O:17])([O:9][C:10]([CH3:13])([CH3:12])[CH3:11])=[O:8], predict the reactants needed to synthesize it. The reactants are: N1C=CC=CC=1.[C:7]([N:14]1[CH2:21][C@H:20]([OH:22])[CH2:19][C@@H:15]1[C:16]([OH:18])=[O:17])([O:9][C:10]([CH3:13])([CH3:12])[CH3:11])=[O:8]. (5) Given the product [CH3:1][O:2][CH2:3][CH2:4][N:5]1[CH2:9][C@@H:8]([C:10]2[O:14][CH:13]=[N:12][CH:11]=2)[C@H:7]([NH:22][C:26](=[O:36])[O:53][CH2:46][C:47]2[CH:52]=[CH:51][CH:50]=[CH:49][CH:48]=2)[CH2:6]1, predict the reactants needed to synthesize it. The reactants are: [CH3:1][O:2][CH2:3][CH2:4][N:5]1[CH2:9][C@@H:8]([C:10]2[O:14][CH:13]=[N:12][CH:11]=2)[C@H:7](C(OCC)=O)[CH2:6]1.CC[N:22]([CH:26](C)C)C(C)C.C1(P(N=[N+]=[N-])(C2C=CC=CC=2)=[O:36])C=CC=CC=1.[CH2:46]([OH:53])[C:47]1[CH:52]=[CH:51][CH:50]=[CH:49][CH:48]=1. (6) Given the product [F:20][CH:19]([F:21])[CH2:18][NH:17][C:10]1[C:11]2[O:16][CH:15]=[CH:14][C:12]=2[N:13]=[C:8]([NH:22][C:23]2[CH:31]=[C:30]3[C:26]([C:27]([CH3:34])([CH3:33])[C:28](=[O:32])[NH:29]3)=[CH:25][CH:24]=2)[N:9]=1, predict the reactants needed to synthesize it. The reactants are: C([O-])([O-])=O.[Cs+].[Cs+].Cl[C:8]1[N:9]=[C:10]([NH:17][CH2:18][CH:19]([F:21])[F:20])[C:11]2[O:16][CH:15]=[CH:14][C:12]=2[N:13]=1.[NH2:22][C:23]1[CH:31]=[C:30]2[C:26]([C:27]([CH3:34])([CH3:33])[C:28](=[O:32])[NH:29]2)=[CH:25][CH:24]=1. (7) Given the product [NH2:1][C:2]1[N:6]([C@@H:7]2[CH2:12][CH2:11][CH2:10][N:9]([C:13](=[O:18])/[CH:14]=[CH:15]/[CH2:16][OH:17])[CH2:8]2)[N:5]=[C:4]([C:19]2[CH:20]=[CH:21][C:22]([O:25][C:26]3[CH:31]=[CH:30][C:29]([Cl:33])=[CH:28][N:27]=3)=[CH:23][CH:24]=2)[C:3]=1[C:34]([NH2:36])=[O:35], predict the reactants needed to synthesize it. The reactants are: [NH2:1][C:2]1[N:6]([C@@H:7]2[CH2:12][CH2:11][CH2:10][N:9]([C:13](=[O:18])/[CH:14]=[CH:15]/[CH2:16][OH:17])[CH2:8]2)[N:5]=[C:4]([C:19]2[CH:24]=[CH:23][C:22]([O:25][C:26]3[C:31](F)=[CH:30][C:29]([Cl:33])=[CH:28][N:27]=3)=[CH:21][CH:20]=2)[C:3]=1[C:34]([NH2:36])=[O:35].NC1N([C@@H]2CCCNC2)N=C(C2C=CC(OC3C=CC(Cl)=CN=3)=CC=2)C=1C(N)=O. (8) The reactants are: O[CH:2]1[CH2:7]SC(O)C[S:3]1.[C:9]([CH2:11][C:12]([NH2:14])=[O:13])#[N:10]. Given the product [NH2:10][C:9]1[S:3][CH:2]=[CH:7][C:11]=1[C:12]([NH2:14])=[O:13], predict the reactants needed to synthesize it. (9) The reactants are: [Cl:1][C:2]1[C:7]([N+:8]([O-:10])=[O:9])=[C:6](Cl)[N:5]=[CH:4][N:3]=1.[CH3:12][C:13]1[CH:18]=[CH:17][CH:16]=[CH:15][C:14]=1B(O)O.C(=O)([O-])[O-].[K+].[K+].C(=O)(O)[O-].[Na+]. Given the product [Cl:1][C:2]1[C:7]([N+:8]([O-:10])=[O:9])=[C:6]([C:14]2[CH:15]=[CH:16][CH:17]=[CH:18][C:13]=2[CH3:12])[N:5]=[CH:4][N:3]=1, predict the reactants needed to synthesize it. (10) Given the product [CH:71]1([CH2:70][N:42]([CH2:41][C:40]([OH:74])=[O:39])[C:43]2[C:47]3[CH:48]=[C:49]([CH2:52][O:53][C:54]4[CH:55]=[CH:56][C:57]([C:60]5[CH:65]=[C:64]([F:66])[C:63]([F:67])=[CH:62][C:61]=5[O:68][CH3:69])=[CH:58][CH:59]=4)[CH:50]=[CH:51][C:46]=3[O:45][N:44]=2)[CH2:73][CH2:72]1, predict the reactants needed to synthesize it. The reactants are: FC1C(F)=CC(C2C=CC(OCC3C=CC4ON=C(N(CC(O)=O)CCOC)C=4C=3)=CC=2)=C(OC)C=1.C([O:39][C:40](=[O:74])[CH2:41][N:42]([CH2:70][CH:71]1[CH2:73][CH2:72]1)[C:43]1[C:47]2[CH:48]=[C:49]([CH2:52][O:53][C:54]3[CH:59]=[CH:58][C:57]([C:60]4[CH:65]=[C:64]([F:66])[C:63]([F:67])=[CH:62][C:61]=4[O:68][CH3:69])=[CH:56][CH:55]=3)[CH:50]=[CH:51][C:46]=2[O:45][N:44]=1)C.